This data is from Full USPTO retrosynthesis dataset with 1.9M reactions from patents (1976-2016). The task is: Predict the reactants needed to synthesize the given product. (1) Given the product [NH2:24][C:21]1[N:20]=[C:19]([CH3:25])[C:18]([C:17]#[C:16][C:15]2[C:10]([C:7]3[CH:8]=[CH:9][C:4]([C:3]([OH:29])=[O:2])=[C:5]([F:28])[CH:6]=3)=[N:11][CH:12]=[N:13][C:14]=2[CH2:26][CH3:27])=[CH:23][CH:22]=1, predict the reactants needed to synthesize it. The reactants are: C[O:2][C:3](=[O:29])[C:4]1[CH:9]=[CH:8][C:7]([C:10]2[C:15]([C:16]#[C:17][C:18]3[C:19]([CH3:25])=[N:20][C:21]([NH2:24])=[CH:22][CH:23]=3)=[C:14]([CH2:26][CH3:27])[N:13]=[CH:12][N:11]=2)=[CH:6][C:5]=1[F:28].[Li+].[OH-]. (2) Given the product [ClH:36].[CH3:35][O:34][C:12]1[C:13]([O:17][CH2:18][C:19]2[S:20][C:21]([C:30]([F:32])([F:31])[F:33])=[C:22]([C:24]3[CH:29]=[CH:28][CH:27]=[CH:26][CH:25]=3)[CH:23]=2)=[CH:14][CH:15]=[C:16]2[C:11]=1[CH2:10][CH2:9][NH:8]2, predict the reactants needed to synthesize it. The reactants are: C(OC([N:8]1[C:16]2[C:11](=[C:12]([O:34][CH3:35])[C:13]([O:17][CH2:18][C:19]3[S:20][C:21]([C:30]([F:33])([F:32])[F:31])=[C:22]([C:24]4[CH:29]=[CH:28][CH:27]=[CH:26][CH:25]=4)[CH:23]=3)=[CH:14][CH:15]=2)[CH2:10][CH2:9]1)=O)(C)(C)C.[ClH:36].O1CCOCC1. (3) The reactants are: Br[C:2]1[CH:3]=[N:4][C:5]([NH2:8])=[N:6][CH:7]=1.[CH3:9][C:10]1[CH:11]=[C:12](B(O)O)[CH:13]=[CH:14][C:15]=1[CH3:16].O1CCOCC1.C(=O)([O-])[O-].[Na+].[Na+]. Given the product [CH3:9][C:10]1[CH:11]=[C:12]([C:2]2[CH:3]=[N:4][C:5]([NH2:8])=[N:6][CH:7]=2)[CH:13]=[CH:14][C:15]=1[CH3:16], predict the reactants needed to synthesize it. (4) The reactants are: Br[C:2]1[C:3]([O:12][CH3:13])=[C:4]([O:10][CH3:11])[CH:5]=[C:6]([CH:9]=1)[CH:7]=[O:8].[S:14]1[CH:18]=[CH:17][CH:16]=[C:15]1B(O)O. Given the product [CH3:11][O:10][C:4]1[CH:5]=[C:6]([CH:9]=[C:2]([C:15]2[S:14][CH:18]=[CH:17][CH:16]=2)[C:3]=1[O:12][CH3:13])[CH:7]=[O:8], predict the reactants needed to synthesize it. (5) The reactants are: CC1C=C(C)C=C(C)C=1S([O:13][CH2:14][C@@H:15]([NH:17][S:18]([C:21]1[C:26]([CH3:27])=[CH:25][C:24]([CH3:28])=[CH:23][C:22]=1[CH3:29])(=[O:20])=[O:19])[CH3:16])(=O)=O.C([O-])([O-])=O.[Cs+].[Cs+].[F:36][C:37]1[CH:38]=[CH:39][C:40](O)=[C:41]([CH:45]=1)[C:42]([NH2:44])=[O:43]. Given the product [F:36][C:37]1[CH:38]=[CH:39][C:40]([O:13][CH2:14][C@@H:15]([NH:17][S:18]([C:21]2[C:22]([CH3:29])=[CH:23][C:24]([CH3:28])=[CH:25][C:26]=2[CH3:27])(=[O:19])=[O:20])[CH3:16])=[C:41]([CH:45]=1)[C:42]([NH2:44])=[O:43], predict the reactants needed to synthesize it. (6) Given the product [CH2:1]([N:4]1[CH:8]=[C:7]([CH:9]([OH:10])[C:13]([F:16])([F:15])[F:14])[CH:6]=[C:5]1[C:11]#[N:12])[CH:2]=[CH2:3], predict the reactants needed to synthesize it. The reactants are: [CH2:1]([N:4]1[CH:8]=[C:7]([CH:9]=[O:10])[CH:6]=[C:5]1[C:11]#[N:12])[CH:2]=[CH2:3].[C:13]([Si](C)(C)C)([F:16])([F:15])[F:14].CCCC[N+](CCCC)(CCCC)CCCC.[F-]. (7) Given the product [C:1]1([C:15]2[CH:20]=[CH:19][CH:18]=[CH:17][CH:16]=2)[CH:6]=[CH:5][CH:4]=[C:3]([CH:7]([CH2:11][CH:12]([CH3:14])[CH3:13])[C:8]([NH:24][CH2:23][C:22]#[N:21])=[O:10])[CH:2]=1, predict the reactants needed to synthesize it. The reactants are: [C:1]1([C:15]2[CH:20]=[CH:19][CH:18]=[CH:17][CH:16]=2)[CH:6]=[CH:5][CH:4]=[C:3]([CH:7]([CH2:11][CH:12]([CH3:14])[CH3:13])[C:8]([OH:10])=O)[CH:2]=1.[NH2:21][CH2:22][C:23]#[N:24].C1CN([P+](ON2N=NC3C=CC=CC2=3)(N2CCCC2)N2CCCC2)CC1.F[P-](F)(F)(F)(F)F.C(N(CC)CC)C. (8) Given the product [NH2:1][C:2]1[C:10]([Cl:11])=[C:9]([CH:12]2[O:13][CH2:14][CH2:15][O:16]2)[C:8]([C:17]([F:20])([F:19])[F:18])=[CH:7][C:3]=1[C:4]([NH:30][CH2:29][C:27]1[CH:28]=[C:23]([Cl:22])[CH:24]=[CH:25][C:26]=1[S:31]([CH2:34][CH3:35])(=[O:33])=[O:32])=[O:6], predict the reactants needed to synthesize it. The reactants are: [NH2:1][C:2]1[C:10]([Cl:11])=[C:9]([CH:12]2[O:16][CH2:15][CH2:14][O:13]2)[C:8]([C:17]([F:20])([F:19])[F:18])=[CH:7][C:3]=1[C:4]([OH:6])=O.Cl.[Cl:22][C:23]1[CH:24]=[CH:25][C:26]([S:31]([CH2:34][CH3:35])(=[O:33])=[O:32])=[C:27]([CH2:29][NH2:30])[CH:28]=1. (9) Given the product [NH:17]([C:11](=[O:12])[CH2:10][CH2:9][N:8]([CH3:15])[C:6](=[O:7])[O:5][C:1]([CH3:4])([CH3:3])[CH3:2])[NH2:18], predict the reactants needed to synthesize it. The reactants are: [C:1]([O:5][C:6]([N:8]([CH3:15])[CH2:9][CH2:10][C:11](OC)=[O:12])=[O:7])([CH3:4])([CH3:3])[CH3:2].O.[NH2:17][NH2:18]. (10) The reactants are: Br[C:2]1[C:11]2[C:6](=[CH:7][C:8]([S:12]([N:15]([C:25]3[CH:29]=[CH:28][O:27][N:26]=3)[CH2:16][C:17]3[CH:22]=[CH:21][C:20]([O:23][CH3:24])=[CH:19][CH:18]=3)(=[O:14])=[O:13])=[CH:9][CH:10]=2)[C:5](=[O:30])[NH:4][CH:3]=1.[Cl:31][C:32]1[CH:33]=[C:34]([C:38]2[CH:43]=[C:42]([O:44][CH3:45])[C:41](B(O)O)=[CH:40][C:39]=2[F:49])[CH:35]=[CH:36][CH:37]=1.C(=O)([O-])[O-].[K+].[K+]. Given the product [Cl:31][C:32]1[CH:33]=[C:34]([C:38]2[CH:43]=[C:42]([O:44][CH3:45])[C:41]([C:2]3[C:11]4[C:6](=[CH:7][C:8]([S:12]([N:15]([C:25]5[CH:29]=[CH:28][O:27][N:26]=5)[CH2:16][C:17]5[CH:22]=[CH:21][C:20]([O:23][CH3:24])=[CH:19][CH:18]=5)(=[O:14])=[O:13])=[CH:9][CH:10]=4)[C:5](=[O:30])[NH:4][CH:3]=3)=[CH:40][C:39]=2[F:49])[CH:35]=[CH:36][CH:37]=1, predict the reactants needed to synthesize it.